From a dataset of CYP3A4 inhibition data for predicting drug metabolism from PubChem BioAssay. Regression/Classification. Given a drug SMILES string, predict its absorption, distribution, metabolism, or excretion properties. Task type varies by dataset: regression for continuous measurements (e.g., permeability, clearance, half-life) or binary classification for categorical outcomes (e.g., BBB penetration, CYP inhibition). Dataset: cyp3a4_veith. (1) The compound is COc1ccc(Oc2ncc3ncc(=O)n(CCC#N)c3n2)cc1. The result is 1 (inhibitor). (2) The result is 1 (inhibitor). The drug is Cc1[nH]c2c(C)cccc2c1CCNC(=O)c1ccc2c(c1[N+](=O)[O-])C(=O)c1ccccc1C2=O.